From a dataset of Forward reaction prediction with 1.9M reactions from USPTO patents (1976-2016). Predict the product of the given reaction. Given the reactants B.O1CCCC1.[CH2:7]([CH:9]1[O:14][CH:13]([C:15]2[CH:20]=[CH:19][CH:18]=[C:17]([O:21][CH3:22])[CH:16]=2)[CH2:12][N:11]([CH2:23][CH2:24][CH3:25])[C:10]1=O)[CH3:8], predict the reaction product. The product is: [CH2:7]([CH:9]1[O:14][CH:13]([C:15]2[CH:20]=[CH:19][CH:18]=[C:17]([O:21][CH3:22])[CH:16]=2)[CH2:12][N:11]([CH2:23][CH2:24][CH3:25])[CH2:10]1)[CH3:8].